Dataset: Peptide-MHC class I binding affinity with 185,985 pairs from IEDB/IMGT. Task: Regression. Given a peptide amino acid sequence and an MHC pseudo amino acid sequence, predict their binding affinity value. This is MHC class I binding data. (1) The peptide sequence is MALVAFLRF. The MHC is HLA-B53:01 with pseudo-sequence HLA-B53:01. The binding affinity (normalized) is 0.675. (2) The peptide sequence is ASSWAPTQK. The MHC is HLA-A24:03 with pseudo-sequence HLA-A24:03. The binding affinity (normalized) is 0. (3) The peptide sequence is RPVPHWPKY. The MHC is HLA-B39:01 with pseudo-sequence HLA-B39:01. The binding affinity (normalized) is 0.0847. (4) The peptide sequence is YPKFHRSAM. The MHC is HLA-B39:01 with pseudo-sequence HLA-B39:01. The binding affinity (normalized) is 0.0847. (5) The peptide sequence is CFVRSSPASF. The MHC is H-2-Kb with pseudo-sequence H-2-Kb. The binding affinity (normalized) is 0.588. (6) The peptide sequence is YEDQLHRAS. The MHC is HLA-A03:01 with pseudo-sequence HLA-A03:01. The binding affinity (normalized) is 0.0847.